Dataset: Experimentally validated miRNA-target interactions with 360,000+ pairs, plus equal number of negative samples. Task: Binary Classification. Given a miRNA mature sequence and a target amino acid sequence, predict their likelihood of interaction. (1) The miRNA is mmu-miR-540-3p with sequence AGGUCAGAGGUCGAUCCUGG. The protein sequence of the target gene is MQRLPAATRATLILSLAFASLHSACSAEASSSNSSSLTAHHPDPGTLEQCLNVDFCPQAARCCRTGVDEYGWIAAAVGWSLWFLTLILLCVDKLMKLTPDEPKDLQA. Result: 0 (no interaction). (2) The miRNA is hsa-miR-3187-5p with sequence CCUGGGCAGCGUGUGGCUGAAGG. The protein sequence of the target gene is MYNMMETELKPPGPQQASGGGGGGGNATAAATGGNQKNSPDRVKRPMNAFMVWSRGQRRKMAQENPKMHNSEISKRLGAEWKLLSETEKRPFIDEAKRLRALHMKEHPDYKYRPRRKTKTLMKKDKYTLPGGLLAPGGNSMASGVGVGAGLGGGLNQRMDSYAHMNGWSNGSYSMMQEQLGYPQHPGLNAHGAAQMQPMHRYVVSALQYNSMTSSQTYMNGSPTYSMSYSQQGTPGMALGSMGSVVKSEASSSPPVVTSSSHSRAPCQAGDLRDMISMYLPGAEVPEPAAPSRLHMAQHY.... Result: 0 (no interaction).